Task: Predict the reactants needed to synthesize the given product.. Dataset: Full USPTO retrosynthesis dataset with 1.9M reactions from patents (1976-2016) Given the product [C:51]([O:55][C@@H:56]([C:61]1[C:90]([CH3:91])=[C:89]([CH:92]([OH:94])[CH3:93])[C:88]2=[N:95][C:85]3=[CH:86][N:87]2[C:62]=1[N:63]1[CH2:64][CH2:65][C:66]([CH3:102])([O:67][CH2:68][CH2:69][CH2:70][CH2:71][C@H:72]([CH3:99])[O:73][C:74]2[CH:75]=[CH:76][C:77]([F:98])=[CH:78][C:79]=2[C:80]2[CH:96]=[C:84]3[CH:83]=[CH:82][CH:81]=2)[CH2:100][CH2:101]1)[C:57]([O:59][CH3:60])=[O:58])([CH3:52])([CH3:53])[CH3:54], predict the reactants needed to synthesize it. The reactants are: C(O[C@@H](C1C(C)=C(C=O)C2=NC3=CN2C=1N1CCC(C)(OCCCC[C@H](C)OC2C=CC(F)=CC=2C2C=C3C=CC=2)CC1)C(OC)=O)(C)(C)C.[C:51]([O:55][C@@H:56]([C:61]1[C:90]([CH3:91])=[C:89]([CH:92]([OH:94])[CH3:93])[C:88]2=[N:95][C:85]3=[CH:86][N:87]2[C:62]=1[N:63]1[CH2:101][CH2:100][C:66]([CH3:102])([O:67][CH2:68][CH2:69][CH2:70][CH2:71][C@H:72]([CH3:99])[O:73][C:74]2[CH:75]=[CH:76][C:77]([F:98])=[C:78](F)[C:79]=2[C:80]2[CH:96]=[C:84]3[CH:83]=[CH:82][CH:81]=2)[CH2:65][CH2:64]1)[C:57]([O:59][CH3:60])=[O:58])([CH3:54])([CH3:53])[CH3:52].